From a dataset of Full USPTO retrosynthesis dataset with 1.9M reactions from patents (1976-2016). Predict the reactants needed to synthesize the given product. (1) Given the product [OH:1][C:2]1[CH:3]=[C:4]([C:19]([F:20])([F:22])[F:21])[C:5]2[CH:6]=[CH:7][C:8]3[N:9]([CH:12]=[C:13]([C:15]([NH:23][NH2:24])=[O:16])[N:14]=3)[C:10]=2[N:11]=1, predict the reactants needed to synthesize it. The reactants are: [OH:1][C:2]1[CH:3]=[C:4]([C:19]([F:22])([F:21])[F:20])[C:5]2[CH:6]=[CH:7][C:8]3[N:9]([CH:12]=[C:13]([C:15](OC)=[O:16])[N:14]=3)[C:10]=2[N:11]=1.[NH2:23][NH2:24]. (2) The reactants are: [BH4-].[Li+].Cl[Si](C)(C)C.[CH3:8][C:9]1[C:14](/[CH:15]=[CH:16]/[N+:17]([O-])=O)=[CH:13][CH:12]=[CH:11][C:10]=1[O:20][CH3:21].CO. Given the product [CH3:8][C:9]1[C:10]([O:20][CH3:21])=[CH:11][CH:12]=[CH:13][C:14]=1[CH2:15][CH2:16][NH2:17], predict the reactants needed to synthesize it. (3) Given the product [ClH:36].[ClH:36].[CH3:27][O:26][C:8]1[CH:7]=[C:6]2[C:11]([C:3]([C:28]3[CH:29]=[CH:30][CH:31]=[CH:32][CH:33]=3)([C:2]([F:35])([F:1])[F:34])[O:4][CH2:5]2)=[CH:10][C:9]=1[CH2:12][NH:13][C@H:14]1[CH2:19][CH2:18][CH2:17][NH:16][C@H:15]1[C:20]1[CH:25]=[CH:24][CH:23]=[CH:22][CH:21]=1, predict the reactants needed to synthesize it. The reactants are: [F:1][C:2]([F:35])([F:34])[C:3]1([C:28]2[CH:33]=[CH:32][CH:31]=[CH:30][CH:29]=2)[C:11]2[C:6](=[CH:7][C:8]([O:26][CH3:27])=[C:9]([CH2:12][NH:13][C@H:14]3[CH2:19][CH2:18][CH2:17][NH:16][C@H:15]3[C:20]3[CH:25]=[CH:24][CH:23]=[CH:22][CH:21]=3)[CH:10]=2)[CH2:5][O:4]1.[ClH:36].CO. (4) Given the product [CH:37]([NH:40][C:41](=[O:59])[CH2:42][O:43][C:44]1[CH:49]=[C:48]([C:28]2[N:27]=[C:26]([O:25][C:7]3[CH:8]=[C:9]4[C:13](=[CH:5][CH:6]=3)[N:12]([C:14]([O:16][C:61]([CH3:64])([CH3:63])[CH3:62])=[O:15])[N:11]=[CH:10]4)[CH:31]=[CH:30][N:29]=2)[CH:47]=[CH:46][CH:45]=1)([CH3:39])[CH3:38], predict the reactants needed to synthesize it. The reactants are: C([C:5]1[C:6](CCCC)=[C:7]([O:25][C:26]2[CH:31]=[CH:30][N:29]=[C:28](Cl)[N:27]=2)[C:8](CCCC)=[C:9]2[C:13]=1[N:12]([C:14]([O-:16])=[O:15])[N:11]=[C:10]2CCCC)CCC.[CH:37]([NH:40][C:41](=[O:59])[CH2:42][O:43][C:44]1[CH:49]=[CH:48][CH:47]=[C:46](B2OC(C)(C)C(C)(C)O2)[CH:45]=1)([CH3:39])[CH3:38].P([C:61]([CH3:64])([CH3:63])[CH3:62])([C:61]([CH3:64])([CH3:63])[CH3:62])[C:61]([CH3:64])([CH3:63])[CH3:62].CC(OC(OC(OC(C)(C)C)=O)=O)(C)C. (5) Given the product [CH2:25]([C:29]1[O:30][C:31]2[CH:37]=[CH:36][C:35]([NH:38][S:39]([CH3:42])(=[O:40])=[O:41])=[CH:34][C:32]=2[C:33]=1[C:6](=[O:7])[C:5]1[CH:9]=[CH:10][C:2]([I:1])=[CH:3][CH:4]=1)[CH2:26][CH2:27][CH3:28], predict the reactants needed to synthesize it. The reactants are: [I:1][C:2]1[CH:10]=[CH:9][C:5]([C:6](Cl)=[O:7])=[CH:4][CH:3]=1.IC1C=CC(C(O)=O)=CC=1.S(Cl)(Cl)=O.[CH2:25]([C:29]1[O:30][C:31]2[CH:37]=[CH:36][C:35]([NH:38][S:39]([CH3:42])(=[O:41])=[O:40])=[CH:34][C:32]=2[CH:33]=1)[CH2:26][CH2:27][CH3:28]. (6) Given the product [F:1][C:2]1[CH:3]=[CH:4][C:5]2[O:11][C:13]([C:14]([O:16][CH3:17])=[O:15])=[C:8]([CH3:9])[C:6]=2[CH:7]=1, predict the reactants needed to synthesize it. The reactants are: [F:1][C:2]1[CH:3]=[CH:4][C:5]([OH:11])=[C:6]([C:8](=O)[CH3:9])[CH:7]=1.Br[CH2:13][C:14]([O:16][CH3:17])=[O:15].C(=O)([O-])[O-].[K+].[K+].